Dataset: Forward reaction prediction with 1.9M reactions from USPTO patents (1976-2016). Task: Predict the product of the given reaction. Given the reactants [Si:1]([O:8][CH2:9][C@@H:10]([O:12][C:13]1[C:31]([F:32])=[CH:30][C:29]([N+:33]([O-])=O)=[CH:28][C:14]=1[CH2:15][N:16](C)[C:17](=O)OCC1C=CC=CC=1)[CH3:11])([C:4]([CH3:7])([CH3:6])[CH3:5])([CH3:3])[CH3:2], predict the reaction product. The product is: [Si:1]([O:8][CH2:9][C@@H:10]([O:12][C:13]1[C:14]([CH2:15][NH:16][CH3:17])=[CH:28][C:29]([NH2:33])=[CH:30][C:31]=1[F:32])[CH3:11])([C:4]([CH3:7])([CH3:6])[CH3:5])([CH3:3])[CH3:2].